From a dataset of Forward reaction prediction with 1.9M reactions from USPTO patents (1976-2016). Predict the product of the given reaction. (1) Given the reactants [Cl:1][C:2]1[CH:7]=[C:6](S(C(F)(F)F)(=O)=O)[C:5]([Cl:15])=[CH:4][C:3]=1[CH2:16][CH2:17][C:18]([O:20][C:21]([CH3:24])([CH3:23])[CH3:22])=[O:19].[CH3:25][N:26](C)C=O, predict the reaction product. The product is: [Cl:1][C:2]1[CH:7]=[C:6]([C:25]#[N:26])[C:5]([Cl:15])=[CH:4][C:3]=1[CH2:16][CH2:17][C:18]([O:20][C:21]([CH3:24])([CH3:23])[CH3:22])=[O:19]. (2) The product is: [C:30]([C:14]1[CH:15]=[C:7]([CH:8]=[CH:9][CH:10]=1)[O:6][C:5]1[CH:4]=[C:3]([CH:18]=[CH:17][CH:16]=1)[C:1]([NH:2][CH2:49][C:50]1[C:51]([OH:58])=[N:52][C:53]([CH3:57])=[CH:54][C:55]=1[CH3:56])=[O:31])#[N:28]. Given the reactants [C:1]([C:3]1[CH:4]=[C:5]([CH:16]=[CH:17][CH:18]=1)[O:6][C:7]1[CH:15]=[CH:14][C:10](C(O)=O)=[CH:9][CH:8]=1)#[N:2].Cl.C(N=C=NCCC[N:28]([CH3:30])C)C.[OH:31]N1C2C=CC=CC=2N=N1.C(N(CC)CC)C.N[CH2:49][C:50]1[C:51]([OH:58])=[N:52][C:53]([CH3:57])=[CH:54][C:55]=1[CH3:56], predict the reaction product. (3) The product is: [C:2]1([NH:1][S:18]([CH:17]=[CH2:16])(=[O:20])=[O:19])[CH:7]=[CH:6][CH:5]=[CH:4][CH:3]=1. Given the reactants [NH2:1][C:2]1[CH:7]=[CH:6][CH:5]=[CH:4][CH:3]=1.CCN(CC)CC.Cl[CH2:16][CH2:17][S:18](Cl)(=[O:20])=[O:19], predict the reaction product.